This data is from Forward reaction prediction with 1.9M reactions from USPTO patents (1976-2016). The task is: Predict the product of the given reaction. (1) Given the reactants [CH2:1]([O:8][CH2:9][N:10]1[CH:14]=[N:13][N:12]=[N:11]1)[C:2]1[CH:7]=[CH:6][CH:5]=[CH:4][CH:3]=1.[Li]CCCC.[CH2:20]([O:22][C:23]1[CH:24]=[C:25]([O:40][CH:41]([CH3:43])[CH3:42])[C:26]([F:39])=[C:27]([CH:38]=1)/[CH:28]=[N:29]/[C:30]1[CH:37]=[CH:36][C:33]([C:34]#[N:35])=[CH:32][CH:31]=1)[CH3:21], predict the reaction product. The product is: [CH2:1]([O:8][CH2:9][N:10]1[C:14]([N:29]([CH2:28][C:27]2[CH:38]=[C:23]([O:22][CH2:20][CH3:21])[CH:24]=[C:25]([O:40][CH:41]([CH3:43])[CH3:42])[C:26]=2[F:39])[C:30]2[CH:37]=[CH:36][C:33]([C:34]#[N:35])=[CH:32][CH:31]=2)=[N:13][N:12]=[N:11]1)[C:2]1[CH:3]=[CH:4][CH:5]=[CH:6][CH:7]=1. (2) The product is: [C:1]12([C:9]3[CH:10]=[C:11]([N:19]4[C:23]([NH2:24])=[N:22][C:21]([NH:25][C:26]5[CH:27]=[CH:28][C:29]6[CH2:35][CH2:34][C@H:33]([NH2:36])[CH2:32][CH2:31][C:30]=6[CH:44]=5)=[N:20]4)[N:12]=[C:13]4[C:18]=3[NH:17][CH2:16][CH2:15][CH2:14]4)[CH2:8][CH2:7][C:4]([CH:3]=[CH:2]1)=[CH:5][CH2:6]2. Given the reactants [C:1]12([C:9]3[CH:10]=[C:11]([N:19]4[C:23]([NH2:24])=[N:22][C:21]([NH:25][C:26]5[CH:27]=[CH:28][C:29]6[CH2:35][CH2:34][C@H:33]([NH:36]C(OC(C)(C)C)=O)[CH2:32][CH2:31][C:30]=6[CH:44]=5)=[N:20]4)[N:12]=[C:13]4[C:18]=3[NH:17][CH2:16][CH2:15][CH2:14]4)[CH2:8][CH2:7][C:4]([CH:5]=[CH:6]1)=[CH:3][CH2:2]2.Cl.CO.[OH-].[Na+], predict the reaction product. (3) The product is: [Br:1][C:2]1[C:3]([F:11])=[C:4]([C:5]([F:9])=[C:6]([F:8])[CH:7]=1)[NH2:13]. Given the reactants [Br:1][C:2]1[CH:7]=[C:6]([F:8])[C:5]([F:9])=[C:4](F)[C:3]=1[F:11].[OH-].[NH4+:13], predict the reaction product. (4) Given the reactants CON(C)[C:4]([C:6]1[C:11](=[O:12])[CH:10]=[CH:9][N:8]([C:13]2[CH:14]=[N:15][N:16]([CH3:18])[CH:17]=2)[N:7]=1)=[O:5].C[Si]([N:24]([Si](C)(C)C)[C:25]1[CH:26]=[C:27]([Mg]Cl)[CH:28]=[CH:29][CH:30]=1)(C)C.Cl.C([O-])([O-])=O.[Na+].[Na+], predict the reaction product. The product is: [NH2:24][C:25]1[CH:30]=[C:29]([CH:28]=[CH:27][CH:26]=1)[C:4]([C:6]1[C:11](=[O:12])[CH:10]=[CH:9][N:8]([C:13]2[CH:14]=[N:15][N:16]([CH3:18])[CH:17]=2)[N:7]=1)=[O:5]. (5) Given the reactants [CH3:1][C:2]1[CH:7]=[CH:6][C:5]([C:8]2[O:12][N:11]=[CH:10][C:9]=2[C:13]([OH:15])=O)=[CH:4][CH:3]=1.Cl.[C:17]1([S:23]([CH:26]2[CH2:30][CH2:29][NH:28][CH2:27]2)(=[O:25])=[O:24])[CH:22]=[CH:21][CH:20]=[CH:19][CH:18]=1, predict the reaction product. The product is: [CH3:1][C:2]1[CH:3]=[CH:4][C:5]([C:8]2[O:12][N:11]=[CH:10][C:9]=2[C:13]([N:28]2[CH2:29][CH2:30][CH:26]([S:23]([C:17]3[CH:18]=[CH:19][CH:20]=[CH:21][CH:22]=3)(=[O:25])=[O:24])[CH2:27]2)=[O:15])=[CH:6][CH:7]=1. (6) Given the reactants C([O:3][C:4]([C:6]1[CH:11]=[CH:10][C:9]([C:12]2[CH:17]=[CH:16][C:15]([CH2:18][CH2:19][CH2:20][CH2:21][CH2:22][CH2:23][CH2:24][CH2:25][CH3:26])=[CH:14][CH:13]=2)=[CH:8][CH:7]=1)=[O:5])C.O.[OH-].[Li+], predict the reaction product. The product is: [CH2:18]([C:15]1[CH:16]=[CH:17][C:12]([C:9]2[CH:10]=[CH:11][C:6]([C:4]([OH:5])=[O:3])=[CH:7][CH:8]=2)=[CH:13][CH:14]=1)[CH2:19][CH2:20][CH2:21][CH2:22][CH2:23][CH2:24][CH2:25][CH3:26]. (7) Given the reactants [F:1][C:2]([F:18])([F:17])[CH2:3][N:4]1[C:9](=[O:10])[CH2:8][NH:7][C:6]([C:11]2[CH:16]=[CH:15][CH:14]=[CH:13][CH:12]=2)=[N:5]1.C(C1C(=O)C(Cl)=C(Cl)C(=O)C=1C#N)#N, predict the reaction product. The product is: [F:18][C:2]([F:1])([F:17])[CH2:3][N:4]1[C:9](=[O:10])[CH:8]=[N:7][C:6]([C:11]2[CH:16]=[CH:15][CH:14]=[CH:13][CH:12]=2)=[N:5]1.